Predict the reaction yield, written as a fraction of the theoretical maximum amount of product (1.0 means a 100% yield; for example, 0.34 means a 34% yield). From a dataset of Reaction yield outcomes from USPTO patents with 853,638 reactions. The reactants are C([Li])CCC.[CH3:6][Si:7]([CH3:18])([CH3:17])[CH2:8][CH2:9][O:10][CH2:11][N:12]1[CH:16]=[CH:15][N:14]=[N:13]1.[CH3:19][Si:20]([CH3:27])([CH3:26])[C:21]#[C:22][C:23](=[O:25])[CH3:24]. The catalyst is C1COCC1. The product is [CH3:19][Si:20]([CH3:27])([CH3:26])[C:21]#[C:22][C:23]([C:15]1[N:14]=[N:13][N:12]([CH2:11][O:10][CH2:9][CH2:8][Si:7]([CH3:18])([CH3:17])[CH3:6])[CH:16]=1)([OH:25])[CH3:24]. The yield is 0.220.